From a dataset of Peptide-MHC class I binding affinity with 185,985 pairs from IEDB/IMGT. Regression. Given a peptide amino acid sequence and an MHC pseudo amino acid sequence, predict their binding affinity value. This is MHC class I binding data. The peptide sequence is PLVQQEDDK. The MHC is HLA-B07:02 with pseudo-sequence HLA-B07:02. The binding affinity (normalized) is 0.0847.